From a dataset of Forward reaction prediction with 1.9M reactions from USPTO patents (1976-2016). Predict the product of the given reaction. (1) The product is: [CH3:11][CH2:12][CH2:13][CH:14]([CH3:9])[CH3:4].[Br:8][C:9]1[N:10]=[C:11]([NH:2][CH3:1])[CH:12]=[CH:13][CH:14]=1. Given the reactants [CH3:1][NH2:2].O1CCC[CH2:4]1.[Br:8][C:9]1[CH:14]=[CH:13][CH:12]=[C:11](Br)[N:10]=1, predict the reaction product. (2) Given the reactants [CH:1]([C:3]1[C:11]2[C:6](=[CH:7][C:8]([C:12]#[N:13])=[CH:9][CH:10]=2)[NH:5][N:4]=1)=O.[N:14]1[CH:19]=[CH:18][C:17]([CH3:20])=[CH:16][CH:15]=1.[C:21](OC(=O)C)(=[O:23])[CH3:22], predict the reaction product. The product is: [C:21]([N:5]1[C:6]2[C:11](=[CH:10][CH:9]=[C:8]([C:12]#[N:13])[CH:7]=2)[C:3](/[CH:1]=[CH:20]/[C:17]2[CH:18]=[CH:19][N:14]=[CH:15][CH:16]=2)=[N:4]1)(=[O:23])[CH3:22]. (3) Given the reactants [CH2:1]([C@@:4]1([C:20]2[CH:25]=[CH:24][C:23]([F:26])=[CH:22][CH:21]=2)[O:9][C:8](=[O:10])[N:7]([C@H:11]([C:13]2[CH:18]=[CH:17][C:16]([Br:19])=[CH:15][CH:14]=2)[CH3:12])[CH2:6][CH2:5]1)[CH:2]=[CH2:3].B.C1C[O:31]CC1, predict the reaction product. The product is: [Br:19][C:16]1[CH:17]=[CH:18][C:13]([C@@H:11]([N:7]2[CH2:6][CH2:5][C@@:4]([C:20]3[CH:21]=[CH:22][C:23]([F:26])=[CH:24][CH:25]=3)([CH2:1][CH2:2][CH2:3][OH:31])[O:9][C:8]2=[O:10])[CH3:12])=[CH:14][CH:15]=1. (4) Given the reactants [Cl:1][C:2]1[C:3]([F:17])=[CH:4][C:5]([O:10][CH:11]2[CH2:16][CH2:15][O:14][CH2:13][CH2:12]2)=[C:6]([CH:9]=1)[CH:7]=O.[CH3:18][Si:19]([CH3:26])([CH3:25])N[Si:19]([CH3:26])([CH3:25])[CH3:18].C([Li])CCC.C[Si](Cl)(C)C.[CH2:37]([N:39](CC)CC)[CH3:38].C(Cl)(=[O:46])C, predict the reaction product. The product is: [Cl:1][C:2]1[C:3]([F:17])=[CH:4][C:5]([O:10][CH:11]2[CH2:16][CH2:15][O:14][CH2:13][CH2:12]2)=[C:6]([CH:7]=[N:39][C:37]([O:46][Si:19]([CH3:26])([CH3:25])[CH3:18])=[CH2:38])[CH:9]=1. (5) Given the reactants Br[C:2]1[CH:7]=[CH:6][C:5]([C@@H:8]([C:19]2[CH:24]=[CH:23][C:22]([Cl:25])=[CH:21][C:20]=2[CH3:26])[CH2:9][C:10]([C:12]2[CH:17]=[CH:16][N:15]=[C:14]([CH3:18])[CH:13]=2)=[O:11])=[CH:4][CH:3]=1.[OH-:27].[K+].C(P([C:55]([CH3:58])(C)C)C1C=CC=CC=1C1C(C(C)C)=CC(C(C)C)=CC=1C(C)C)(C)(C)C.ICC, predict the reaction product. The product is: [Cl:25][C:22]1[CH:23]=[CH:24][C:19]([C@H:8]([C:5]2[CH:4]=[CH:3][C:2]([O:27][CH2:55][CH3:58])=[CH:7][CH:6]=2)[CH2:9][C:10]([C:12]2[CH:17]=[CH:16][N:15]=[C:14]([CH3:18])[CH:13]=2)=[O:11])=[C:20]([CH3:26])[CH:21]=1. (6) Given the reactants [O:1]1[CH2:5][C@@H:4]([OH:6])[C@H:3]2[O:7][CH2:8][C@@H:9]([OH:10])[C@@H:2]12.[C:11]1([CH3:21])[CH:16]=[CH:15][C:14]([S:17](Cl)(=[O:19])=[O:18])=[CH:13][CH:12]=1.O.[OH-].[K+], predict the reaction product. The product is: [OH:6][C@H:4]1[C@H:3]2[O:7][CH2:8][C@@H:9]([O:10][S:17]([C:14]3[CH:15]=[CH:16][C:11]([CH3:21])=[CH:12][CH:13]=3)(=[O:19])=[O:18])[C@H:2]2[O:1][CH2:5]1. (7) Given the reactants C([Li])CCC.O1CCCCC1[O:12][C:13]1[CH:18]=[CH:17][C:16]([C:19]([F:22])([F:21])[F:20])=[CH:15][CH:14]=1.B(OC)(OC)[O:24]C.B(F)(F)F.OO.S(S([O-])=O)([O-])=O.[Na+].[Na+], predict the reaction product. The product is: [F:20][C:19]([F:22])([F:21])[C:16]1[CH:15]=[C:14]([OH:24])[C:13]([OH:12])=[CH:18][CH:17]=1.